This data is from Peptide-MHC class II binding affinity with 134,281 pairs from IEDB. The task is: Regression. Given a peptide amino acid sequence and an MHC pseudo amino acid sequence, predict their binding affinity value. This is MHC class II binding data. (1) The peptide sequence is GELQIVDKIDAAFKV. The MHC is DRB1_0401 with pseudo-sequence DRB1_0401. The binding affinity (normalized) is 0.557. (2) The peptide sequence is HSLGKWLVHPDKF. The MHC is H-2-IAs with pseudo-sequence H-2-IAs. The binding affinity (normalized) is 0.450. (3) The peptide sequence is VVSRLLIPVPFDPPA. The MHC is DRB1_1302 with pseudo-sequence DRB1_1302. The binding affinity (normalized) is 0.651. (4) The peptide sequence is IRDGLQYGWKTWGKN. The MHC is HLA-DQA10201-DQB10301 with pseudo-sequence HLA-DQA10201-DQB10301. The binding affinity (normalized) is 0.353.